From a dataset of Catalyst prediction with 721,799 reactions and 888 catalyst types from USPTO. Predict which catalyst facilitates the given reaction. (1) Reactant: [CH2:1]([O:8][C:9]1[CH:39]=[CH:38][C:12]([NH:13][C:14]2[C:23]3[C:18](=[CH:19][C:20]([O:33][CH2:34][CH3:35])=[C:21]([NH:24][C:25](=[O:32])/[CH:26]=[CH:27]/[CH2:28][N:29]([CH3:31])[CH3:30])[CH:22]=3)[N:17]=[CH:16][C:15]=2[C:36]#[N:37])=[CH:11][C:10]=1[Cl:40])[C:2]1[CH:7]=[CH:6][CH:5]=[CH:4][CH:3]=1.[CH3:41][NH:42][CH3:43]. Product: [CH2:1]([O:8][C:9]1[CH:39]=[CH:38][C:12]([NH:13][C:14]2[C:23]3[C:18](=[CH:19][C:20]([O:33][CH2:34][CH3:35])=[C:21]([NH:24][C:25](=[O:32])[CH2:26][CH:27]([N:42]([CH3:43])[CH3:41])[CH2:28][N:29]([CH3:31])[CH3:30])[CH:22]=3)[N:17]=[CH:16][C:15]=2[C:36]#[N:37])=[CH:11][C:10]=1[Cl:40])[C:2]1[CH:3]=[CH:4][CH:5]=[CH:6][CH:7]=1. The catalyst class is: 1. (2) Reactant: [N+:1]([C:4]1[CH:17]=[CH:16][C:7]([C:8]([NH:10][C:11]2[S:12][CH:13]=[CH:14][N:15]=2)=[O:9])=[CH:6][CH:5]=1)([O-])=O.CCO.C(OCC)(=O)C. Product: [NH2:1][C:4]1[CH:17]=[CH:16][C:7]([C:8]([NH:10][C:11]2[S:12][CH:13]=[CH:14][N:15]=2)=[O:9])=[CH:6][CH:5]=1. The catalyst class is: 331. (3) Reactant: [CH3:1][N:2]([CH3:16])[C:3](=O)[CH2:4][CH2:5][C:6]1[C:14]2[CH2:13][CH2:12][CH2:11][CH2:10][C:9]=2[NH:8][CH:7]=1. Product: [CH3:16][N:2]([CH3:1])[CH2:3][CH2:4][CH2:5][C:6]1[C:14]2[CH2:13][CH2:12][CH2:11][CH2:10][C:9]=2[NH:8][CH:7]=1. The catalyst class is: 7. (4) Reactant: Br[C:2]1[N:10]=[CH:9][N:8]=[C:7]2[C:3]=1[N:4]=[CH:5][NH:6]2.[NH2:11][CH:12]([C:14]1[CH:23]=[C:22]([Cl:24])[C:21]2[C:16](=[CH:17][CH:18]=[CH:19][CH:20]=2)[C:15]=1[N:25]1[CH2:30][CH2:29][CH:28]([OH:31])[CH2:27][CH2:26]1)[CH3:13].C(N(CC)C(C)C)(C)C. Product: [Cl:24][C:22]1[C:21]2[C:16](=[CH:17][CH:18]=[CH:19][CH:20]=2)[C:15]([N:25]2[CH2:26][CH2:27][CH:28]([OH:31])[CH2:29][CH2:30]2)=[C:14]([CH:12]([NH:11][C:2]2[N:10]=[CH:9][N:8]=[C:7]3[C:3]=2[N:4]=[CH:5][NH:6]3)[CH3:13])[CH:23]=1. The catalyst class is: 8.